From a dataset of Reaction yield outcomes from USPTO patents with 853,638 reactions. Predict the reaction yield, written as a fraction of the theoretical maximum amount of product (1.0 means a 100% yield; for example, 0.34 means a 34% yield). (1) The reactants are [F:1][C:2]1[CH:3]=[C:4]([CH:9]2[N:14](C(N[C@@H](C3C=CC=CC=3)C)=O)[C:13]([O:26][CH3:27])=[N:12][C:11]([CH2:28][CH3:29])=[C:10]2[C:30]([O:32][CH2:33][C:34]2[CH:39]=[CH:38][CH:37]=[CH:36][CH:35]=2)=[O:31])[CH:5]=[CH:6][C:7]=1[F:8].N12CCCN=C1CCCCC2. The catalyst is C(Cl)Cl. The product is [F:1][C:2]1[CH:3]=[C:4]([CH:9]2[NH:14][C:13]([O:26][CH3:27])=[N:12][C:11]([CH2:28][CH3:29])=[C:10]2[C:30]([O:32][CH2:33][C:34]2[CH:35]=[CH:36][CH:37]=[CH:38][CH:39]=2)=[O:31])[CH:5]=[CH:6][C:7]=1[F:8]. The yield is 0.770. (2) The reactants are Br[C:2]1[CH:3]=[C:4]([C:24]([F:27])([F:26])[F:25])[N:5]2[CH2:22][CH2:21][N:20]([CH3:23])[C:7]3([CH2:12][CH2:11][N:10]([C:13]([O:15][C:16]([CH3:19])([CH3:18])[CH3:17])=[O:14])[CH2:9][CH2:8]3)[C:6]=12.[Li]CCCC.C1(S(N([F:52])S(C2C=CC=CC=2)(=O)=O)(=O)=O)C=CC=CC=1. The catalyst is C1COCC1. The product is [F:52][C:2]1[CH:3]=[C:4]([C:24]([F:27])([F:26])[F:25])[N:5]2[CH2:22][CH2:21][N:20]([CH3:23])[C:7]3([CH2:12][CH2:11][N:10]([C:13]([O:15][C:16]([CH3:19])([CH3:18])[CH3:17])=[O:14])[CH2:9][CH2:8]3)[C:6]=12. The yield is 0.430. (3) The reactants are [Cl:1][C:2]1[CH:18]=[C:17]([Cl:19])[CH:16]=[CH:15][C:3]=1[CH2:4][NH:5][C:6](=[O:14])[C:7]1[CH:12]=[CH:11][N:10]=[C:9]([OH:13])[CH:8]=1.Br[CH2:21][C:22]1[CH:27]=[CH:26][C:25]([S:28]([CH3:31])(=[O:30])=[O:29])=[CH:24][CH:23]=1.C(=O)([O-])[O-].[K+].[K+]. The catalyst is C(#N)C. The product is [Cl:1][C:2]1[CH:18]=[C:17]([Cl:19])[CH:16]=[CH:15][C:3]=1[CH2:4][NH:5][C:6]([C:7]1[CH:12]=[CH:11][N:10]([CH2:21][C:22]2[CH:23]=[CH:24][C:25]([S:28]([CH3:31])(=[O:30])=[O:29])=[CH:26][CH:27]=2)[C:9](=[O:13])[CH:8]=1)=[O:14]. The yield is 0.0950. (4) The reactants are [CH:1]([N:14]1[C:22]2[C:17](=[CH:18][C:19]([Cl:23])=[CH:20][CH:21]=2)[C:16]([CH2:24][CH2:25][O:26][C:27]2[CH:35]=[CH:34][C:30]([C:31]([OH:33])=[O:32])=[CH:29][CH:28]=2)=[C:15]1[CH2:36][CH2:37][NH:38][S:39]([CH2:42]C1C=CC=CC=1)(=[O:41])=[O:40])([C:8]1[CH:13]=[CH:12][CH:11]=[CH:10][CH:9]=1)[C:2]1[CH:7]=[CH:6][CH:5]=[CH:4][CH:3]=1.[CH:49]1[C:58]2[C:53](=[CH:54][CH:55]=[CH:56][CH:57]=2)[CH:52]=[CH:51]C=1S(Cl)(=O)=O. No catalyst specified. The product is [CH:1]([N:14]1[C:22]2[C:17](=[CH:18][C:19]([Cl:23])=[CH:20][CH:21]=2)[C:16]([CH2:24][CH2:25][O:26][C:27]2[CH:28]=[CH:29][C:30]([C:31]([OH:33])=[O:32])=[CH:34][CH:35]=2)=[C:15]1[CH2:36][CH2:37][NH:38][S:39]([C:42]1[CH:51]=[CH:52][C:53]2[C:58](=[CH:57][CH:56]=[CH:55][CH:54]=2)[CH:49]=1)(=[O:40])=[O:41])([C:8]1[CH:9]=[CH:10][CH:11]=[CH:12][CH:13]=1)[C:2]1[CH:7]=[CH:6][CH:5]=[CH:4][CH:3]=1. The yield is 0.530. (5) The reactants are [CH3:1][C:2]1[N:6]=[CH:5][NH:4][C:3]=1[CH:7]=[CH:8][C:9]([Cl:11])=[O:10].[OH-].[Na+].[H][H]. The catalyst is [Pd]. The product is [CH3:1][C:2]1[N:6]=[CH:5][NH:4][C:3]=1[CH2:7][CH2:8][C:9]([Cl:11])=[O:10]. The yield is 0.160. (6) The reactants are [C:1]([O:5][C:6]([N:8]1[CH2:13][CH2:12][CH:11]([C:14]2[CH:15]=[C:16]3[C:25](=[CH:26][C:27]=2Br)[O:24][CH2:23][C:22]2[N:17]3[CH:18]([CH3:30])[C:19](=[O:29])[NH:20][N:21]=2)[CH2:10][CH2:9]1)=[O:7])([CH3:4])([CH3:3])[CH3:2].[CH:31]1(B(O)O)[CH2:33][CH2:32]1.C([O-])([O-])=O.[K+].[K+]. The catalyst is O1CCOCC1.O. The product is [C:1]([O:5][C:6]([N:8]1[CH2:13][CH2:12][CH:11]([C:14]2[CH:15]=[C:16]3[C:25](=[CH:26][C:27]=2[CH:31]2[CH2:33][CH2:32]2)[O:24][CH2:23][C:22]2[N:17]3[CH:18]([CH3:30])[C:19](=[O:29])[NH:20][N:21]=2)[CH2:10][CH2:9]1)=[O:7])([CH3:4])([CH3:3])[CH3:2]. The yield is 0.440.